Predict the reactants needed to synthesize the given product. From a dataset of Full USPTO retrosynthesis dataset with 1.9M reactions from patents (1976-2016). Given the product [CH3:21][C:19]([C:2]1[C:11]2[O:10][CH2:9][CH2:8][N:7]([C:12]([O:14][C:15]([CH3:18])([CH3:17])[CH3:16])=[O:13])[CH2:6][C:5]=2[S:4][CH:3]=1)=[CH2:20], predict the reactants needed to synthesize it. The reactants are: Br[C:2]1[C:11]2[O:10][CH2:9][CH2:8][N:7]([C:12]([O:14][C:15]([CH3:18])([CH3:17])[CH3:16])=[O:13])[CH2:6][C:5]=2[S:4][CH:3]=1.[C:19](B1OC(C)(C)C(C)(C)O1)([CH3:21])=[CH2:20].C(=O)([O-])[O-].[Na+].[Na+].COCCOC.